Dataset: Full USPTO retrosynthesis dataset with 1.9M reactions from patents (1976-2016). Task: Predict the reactants needed to synthesize the given product. Given the product [CH:1]1([N:5]2[CH2:6][CH2:7][C:8]3[CH:15]=[CH:14][C:13]([O:16][C:18]4[N:23]=[CH:22][C:21]([C:24](=[O:26])[CH3:25])=[CH:20][CH:19]=4)=[CH:12][C:9]=3[CH2:10][CH2:11]2)[CH2:4][CH2:3][CH2:2]1, predict the reactants needed to synthesize it. The reactants are: [CH:1]1([N:5]2[CH2:11][CH2:10][C:9]3[CH:12]=[C:13]([OH:16])[CH:14]=[CH:15][C:8]=3[CH2:7][CH2:6]2)[CH2:4][CH2:3][CH2:2]1.Cl[C:18]1[N:23]=[CH:22][C:21]([C:24](=[O:26])[CH3:25])=[CH:20][CH:19]=1.